This data is from Full USPTO retrosynthesis dataset with 1.9M reactions from patents (1976-2016). The task is: Predict the reactants needed to synthesize the given product. (1) The reactants are: [Cl:1][C:2]1[CH:23]=[CH:22][C:5]([O:6][C:7]2[C:12](=[O:13])[NH:11][C:10]([C:14](=[N:16][OH:17])[NH2:15])=[N:9][C:8]=2[C:18]([F:21])([F:20])[F:19])=[CH:4][C:3]=1[C:24]([F:27])([F:26])[F:25].[CH:28](OC)(OC)OC. Given the product [Cl:1][C:2]1[CH:23]=[CH:22][C:5]([O:6][C:7]2[C:12](=[O:13])[NH:11][C:10]([C:14]3[N:15]=[CH:28][O:17][N:16]=3)=[N:9][C:8]=2[C:18]([F:21])([F:19])[F:20])=[CH:4][C:3]=1[C:24]([F:25])([F:27])[F:26], predict the reactants needed to synthesize it. (2) Given the product [Cl:1][C:2]([Cl:9])([Cl:8])[C:3]([NH:5][C:6](=[O:7])[NH:10][C:11]1[S:12][CH:13]=[CH:14][C:15]=1[C:16]([NH2:18])=[O:17])=[O:4], predict the reactants needed to synthesize it. The reactants are: [Cl:1][C:2]([Cl:9])([Cl:8])[C:3]([N:5]=[C:6]=[O:7])=[O:4].[NH2:10][C:11]1[S:12][CH:13]=[CH:14][C:15]=1[C:16]([NH2:18])=[O:17].C(OCC)C.